This data is from PAMPA (Parallel Artificial Membrane Permeability Assay) permeability data from NCATS. The task is: Regression/Classification. Given a drug SMILES string, predict its absorption, distribution, metabolism, or excretion properties. Task type varies by dataset: regression for continuous measurements (e.g., permeability, clearance, half-life) or binary classification for categorical outcomes (e.g., BBB penetration, CYP inhibition). Dataset: pampa_ncats. (1) The compound is CNC1=C(N=C(O1)C2=CC=CC3=CC=CC=C32)C(=O)OC. The result is 1 (high permeability). (2) The drug is C1CN(CCN1)CC2=CSC3=NC(=CN23)C4=CC=CC=C4NC(=O)C5=NC6=CC=CC=C6N=C5. The result is 1 (high permeability). (3) The result is 1 (high permeability). The drug is COC1=CC=CC(=C1)C(=O)NC2=CC3=C(C=C2)OC(=N3)C4=CC5=CC=CC=C5C=C4. (4) The drug is CC1=CC=C(C=C1)CN2CCOC[C@H]2C3=NC=C(N3)C4=CC(=CC=C4)F. The result is 1 (high permeability). (5) The drug is C1CN(CCC1C(=O)N2CCC(CC2)N3CC4=CC=CC=C4C3=O)C(=O)C5=CC=CC=C5. The result is 1 (high permeability). (6) The compound is CN1C=C(C2=C1N=CC=C2)NC3=C(C=CN=C3)C(=O)O. The result is 0 (low-to-moderate permeability). (7) The molecule is C1=CC=C(C=C1)CCCNC(=O)C2=CC=CC(=C2)C3=CC(=C4C(=C3)C=CC=N4)O. The result is 0 (low-to-moderate permeability).